From a dataset of Forward reaction prediction with 1.9M reactions from USPTO patents (1976-2016). Predict the product of the given reaction. (1) Given the reactants [F:1][C:2]1[CH:7]=[CH:6][C:5]([C:8]2[CH:16]=[C:15]3[N:10]([C:11]([S:17][CH3:18])=[N:12][CH:13]=[CH:14]3)[N:9]=2)=[CH:4][CH:3]=1.[C:19](OC(=O)C)(=[O:21])[CH3:20].B(F)(F)F.CCOCC.C(#N)C, predict the reaction product. The product is: [F:1][C:2]1[CH:3]=[CH:4][C:5]([C:8]2[C:16]([C:19](=[O:21])[CH3:20])=[C:15]3[N:10]([C:11]([S:17][CH3:18])=[N:12][CH:13]=[CH:14]3)[N:9]=2)=[CH:6][CH:7]=1. (2) Given the reactants [N:1]1[CH:6]=[CH:5][CH:4]=[CH:3][C:2]=1[C:7]1([CH2:12]OS(C)(=O)=O)[CH2:11][CH2:10][CH2:9][CH2:8]1.[C-:18]#[N:19].[Na+], predict the reaction product. The product is: [N:1]1[CH:6]=[CH:5][CH:4]=[CH:3][C:2]=1[C:7]1([CH2:12][C:18]#[N:19])[CH2:11][CH2:10][CH2:9][CH2:8]1. (3) Given the reactants [C:1]([N:8]1[CH2:12][CH2:11][C@H:10]([OH:13])[C@H:9]1[C:14]([O:16][CH3:17])=[O:15])([O:3][C:4]([CH3:7])([CH3:6])[CH3:5])=[O:2].I[CH3:19], predict the reaction product. The product is: [C:1]([N:8]1[CH2:12][CH2:11][C@H:10]([O:13][CH3:19])[C@H:9]1[C:14]([O:16][CH3:17])=[O:15])([O:3][C:4]([CH3:7])([CH3:6])[CH3:5])=[O:2]. (4) Given the reactants [CH3:1][O:2][C:3]1[CH:4]=[C:5]2[C:10](=[C:11]([O:15][CH3:16])[C:12]=1[O:13][CH3:14])[C:9](=[O:17])[NH:8][CH2:7][CH2:6]2.[H-].[Na+].[CH2:20]([O:27][C:28]1[CH:33]=[C:32]([CH2:34]Br)[CH:31]=[CH:30][C:29]=1[O:36][CH3:37])[C:21]1[CH:26]=[CH:25][CH:24]=[CH:23][CH:22]=1, predict the reaction product. The product is: [CH2:20]([O:27][C:28]1[CH:33]=[C:32]([CH:31]=[CH:30][C:29]=1[O:36][CH3:37])[CH2:34][N:8]1[CH2:7][CH2:6][C:5]2[C:10](=[C:11]([O:15][CH3:16])[C:12]([O:13][CH3:14])=[C:3]([O:2][CH3:1])[CH:4]=2)[C:9]1=[O:17])[C:21]1[CH:22]=[CH:23][CH:24]=[CH:25][CH:26]=1.